Dataset: Catalyst prediction with 721,799 reactions and 888 catalyst types from USPTO. Task: Predict which catalyst facilitates the given reaction. Reactant: [CH:1]([CH:3]=[O:4])=[O:2].[O-]S([O-])=O.[Na+].[Na+].[C:11]([O-:14])(O)=O.[Na+]. Product: [C:11]1([OH:14])[C:1]([OH:2])=[C:3]([OH:4])[C:11]([OH:14])=[C:1]([OH:2])[C:3]=1[OH:4]. The catalyst class is: 6.